Dataset: Catalyst prediction with 721,799 reactions and 888 catalyst types from USPTO. Task: Predict which catalyst facilitates the given reaction. (1) Reactant: Br[C:2]1[CH:3]=[C:4]([C:9]2[C:10]([C:14]3[CH:19]=[CH:18][CH:17]=[C:16]([CH3:20])[N:15]=3)=[N:11][NH:12][CH:13]=2)[CH:5]=[CH:6][C:7]=1[F:8].[CH3:21][S:22]([C:25]1[CH:30]=[CH:29][C:28](B(O)O)=[CH:27][CH:26]=1)(=[O:24])=[O:23].O. Product: [F:8][C:7]1[C:2]([C:28]2[CH:29]=[CH:30][C:25]([S:22]([CH3:21])(=[O:24])=[O:23])=[CH:26][CH:27]=2)=[CH:3][C:4]([C:9]2[C:10]([C:14]3[CH:19]=[CH:18][CH:17]=[C:16]([CH3:20])[N:15]=3)=[N:11][NH:12][CH:13]=2)=[CH:5][CH:6]=1. The catalyst class is: 57. (2) Reactant: [C:1]([O:5][C:6]([NH:8][C@H:9]1[CH2:13][C@@H:12]([C:14]([O:16][CH3:17])=[O:15])[CH:11]=[CH:10]1)=[O:7])([CH3:4])([CH3:3])[CH3:2].C1CCN2C(=NCCC2)CC1. Product: [CH3:17][O:16][C:14]([C:12]1[CH2:13][C@H:9]([NH:8][C:6]([O:5][C:1]([CH3:4])([CH3:3])[CH3:2])=[O:7])[CH2:10][CH:11]=1)=[O:15]. The catalyst class is: 2. (3) Reactant: [OH2:1].[F:2][C:3]([F:18])([F:17])[C:4]([C:6]1[CH:11]=[C:10]([C:12]([F:15])([F:14])[F:13])[CH:9]=[C:8]([F:16])[CH:7]=1)=O.O.[N:20]1C=CC=CC=1. Product: [F:2][C:3]([F:18])([F:17])[C:4]([C:6]1[CH:11]=[C:10]([C:12]([F:15])([F:14])[F:13])[CH:9]=[C:8]([F:16])[CH:7]=1)=[N:20][OH:1]. The catalyst class is: 8. (4) Reactant: [F:1][C:2]1[CH:18]=[CH:17][CH:16]=[C:15]([F:19])[C:3]=1[CH2:4][N:5]1[CH:9]=[C:8]([C:10](OCC)=[O:11])[N:7]=[N:6]1.[NH3:20].C(O)=O. Product: [CH:17]1[CH:16]=[C:15]([F:19])[C:3]([CH2:4][N:5]2[N:6]=[N:7][C:8]([C:10]([NH2:20])=[O:11])=[CH:9]2)=[C:2]([F:1])[CH:18]=1. The catalyst class is: 5. (5) The catalyst class is: 36. Product: [NH2:1][C:2]([C:4]1[CH:8]=[C:7]([C:9]2[C:10]([F:20])=[CH:11][C:12]([C:16]([OH:19])([CH3:17])[CH3:18])=[CH:13][C:14]=2[F:15])[S:6][C:5]=1[NH:21][C:22]1[N:27]=[C:26]([CH2:28][N:29]2[CH:33]=[C:32]([C:34]([O-:36])=[O:35])[N:31]=[N:30]2)[CH:25]=[CH:24][CH:23]=1)=[O:3].[K+:39]. Reactant: [NH2:1][C:2]([C:4]1[CH:8]=[C:7]([C:9]2[C:14]([F:15])=[CH:13][C:12]([C:16]([OH:19])([CH3:18])[CH3:17])=[CH:11][C:10]=2[F:20])[S:6][C:5]=1[NH:21][C:22]1[N:27]=[C:26]([CH2:28][N:29]2[CH:33]=[C:32]([C:34]([O:36]C)=[O:35])[N:31]=[N:30]2)[CH:25]=[CH:24][CH:23]=1)=[O:3].[OH-].[K+:39]. (6) Reactant: [C:1]1([C:7]([NH:20][CH2:21][CH2:22][OH:23])([C:14]2[CH:19]=[CH:18][CH:17]=[CH:16][CH:15]=2)[C:8]2[CH:13]=[CH:12][CH:11]=[CH:10][CH:9]=2)[CH:6]=[CH:5][CH:4]=[CH:3][CH:2]=1.[H-].[Na+].[Cl:26][CH:27](Cl)[C:28]1[C:29]([CH3:34])=[CH:30][CH:31]=[CH:32][CH:33]=1.O. Product: [Cl:26][CH2:27][C:28]1[CH:33]=[CH:32][CH:31]=[CH:30][C:29]=1[CH2:34][O:23][CH2:22][CH2:21][NH:20][C:7]([C:8]1[CH:13]=[CH:12][CH:11]=[CH:10][CH:9]=1)([C:14]1[CH:19]=[CH:18][CH:17]=[CH:16][CH:15]=1)[C:1]1[CH:2]=[CH:3][CH:4]=[CH:5][CH:6]=1. The catalyst class is: 1. (7) Reactant: [C:1]([O:5][C:6](=[O:17])[NH:7][C:8]([C:11](=[O:16])NCOC)([CH3:10])[CH3:9])([CH3:4])([CH3:3])[CH3:2].[H-].[Al+3].[Li+].[H-].[H-].[H-].OS([O-])(=O)=O.[K+]. Product: [C:1]([O:5][C:6](=[O:17])[NH:7][C:8]([CH3:10])([CH3:9])[CH:11]=[O:16])([CH3:4])([CH3:2])[CH3:3]. The catalyst class is: 28. (8) Reactant: [Cl:1][C:2]1[C:3]([OH:10])=[C:4]([CH:7]=[CH:8][CH:9]=1)[CH:5]=[O:6].[CH:11]([Mg]Cl)=[CH2:12].[Cl-].[NH4+]. Product: [Cl:1][C:2]1[CH:9]=[CH:8][CH:7]=[C:4]([CH:5]([OH:6])[CH:11]=[CH2:12])[C:3]=1[OH:10]. The catalyst class is: 1. (9) Reactant: [NH2:1][C:2]1[C:7]([N+:8]([O-])=O)=[C:6]([C:11]2[CH:12]=[C:13]([NH:18][CH2:19][CH2:20][N:21]([CH3:23])[CH3:22])[CH:14]=[C:15]([F:17])[CH:16]=2)[CH:5]=[CH:4][N:3]=1. Product: [CH3:22][N:21]([CH3:23])[CH2:20][CH2:19][NH:18][C:13]1[CH:12]=[C:11]([C:6]2[CH:5]=[CH:4][N:3]=[C:2]([NH2:1])[C:7]=2[NH2:8])[CH:16]=[C:15]([F:17])[CH:14]=1. The catalyst class is: 19.